This data is from M1 muscarinic receptor antagonist screen with 61,756 compounds. The task is: Binary Classification. Given a drug SMILES string, predict its activity (active/inactive) in a high-throughput screening assay against a specified biological target. (1) The result is 0 (inactive). The drug is s\1c=2n(C(C(=C(N2)C)C(=O)C)c2ccc(OC)cc2)c(=O)c1=C\c1cc2OCOc2cc1. (2) The result is 0 (inactive). The compound is Clc1cc(c2oc(c(n2)CN2CCC(CC2)C(=O)NCc2c(OC)cccc2)C)ccc1. (3) The drug is S(CC(=O)c1c(n(CC2OCCC2)c(c1)C)C)c1oc(nn1)c1cc(OC)c(OC)c(OC)c1. The result is 0 (inactive). (4) The compound is O(c1c(ccc(c1)C)C)CC(=O)Nc1noc(c1)C. The result is 0 (inactive). (5) The drug is O1CCN(CC1)C(=O)Cn1nc(nn1)c1c(NC(=O)CC(C)C)cccc1. The result is 0 (inactive). (6) The compound is Clc1cc(CN(CCN2CCOCC2)C(=O)Nc2ccccc2)ccc1. The result is 0 (inactive). (7) The compound is O=c1[nH]c2c(cc1CCNC(=O)CCC)ccc(OC)c2. The result is 0 (inactive). (8) The compound is O(c1ccc(n2ncc3c(N4CCc5c4cccc5)ncnc23)cc1)C. The result is 0 (inactive). (9) The molecule is O(CC(=O)N1CC(N(CC1)c1cc(ccc1)C)C)c1c2c(n(c(=O)c1)C)cccc2. The result is 0 (inactive).